Dataset: Peptide-MHC class I binding affinity with 185,985 pairs from IEDB/IMGT. Task: Regression. Given a peptide amino acid sequence and an MHC pseudo amino acid sequence, predict their binding affinity value. This is MHC class I binding data. The peptide sequence is RRLTVCGGIMF. The MHC is HLA-A66:01 with pseudo-sequence HLA-A66:01. The binding affinity (normalized) is 0.213.